From a dataset of Full USPTO retrosynthesis dataset with 1.9M reactions from patents (1976-2016). Predict the reactants needed to synthesize the given product. (1) Given the product [CH3:1][O:2][C:3]1[CH:4]=[CH:5][C:6]([CH2:7][O:8][C:9](=[O:27])[CH2:10][CH2:11][CH2:12][CH2:13][CH2:14][CH2:15][CH2:16][CH2:17][CH2:18][CH2:19][CH2:20][CH2:21][CH2:22][CH2:23][C:24](=[O:26])[N:62]([CH2:61][C:60]2[CH:59]=[C:58]([O:57][CH2:56][C:54]([O:53][C:49]([CH3:52])([CH3:50])[CH3:51])=[O:55])[CH:70]=[C:69]([O:71][CH2:72][C:73]([O:75][C:76]([CH3:79])([CH3:78])[CH3:77])=[O:74])[CH:68]=2)[CH2:63][CH2:64][C:65]([OH:67])=[O:66])=[CH:28][CH:29]=1, predict the reactants needed to synthesize it. The reactants are: [CH3:1][O:2][C:3]1[CH:29]=[CH:28][C:6]([CH2:7][O:8][C:9](=[O:27])[CH2:10][CH2:11][CH2:12][CH2:13][CH2:14][CH2:15][CH2:16][CH2:17][CH2:18][CH2:19][CH2:20][CH2:21][CH2:22][CH2:23][C:24]([OH:26])=O)=[CH:5][CH:4]=1.ON1C2N=CC=CC=2N=N1.C(N(C(C)C)CC)(C)C.[C:49]([O:53][C:54]([CH2:56][O:57][C:58]1[CH:59]=[C:60]([CH:68]=[C:69]([O:71][CH2:72][C:73]([O:75][C:76]([CH3:79])([CH3:78])[CH3:77])=[O:74])[CH:70]=1)[CH2:61][NH:62][CH2:63][CH2:64][C:65]([OH:67])=[O:66])=[O:55])([CH3:52])([CH3:51])[CH3:50]. (2) Given the product [ClH:1].[ClH:32].[NH2:23][C:21]1[CH:20]=[CH:19][N:18]=[C:17]([CH2:16][CH2:15][C:11]2[CH:10]=[C:9]([NH:8][C:6]3[C:5]([F:31])=[CH:4][N:3]=[C:2]([Cl:1])[N:7]=3)[CH:14]=[CH:13][CH:12]=2)[CH:22]=1, predict the reactants needed to synthesize it. The reactants are: [Cl:1][C:2]1[N:7]=[C:6]([NH:8][C:9]2[CH:10]=[C:11]([CH2:15][CH2:16][C:17]3[CH:22]=[C:21]([NH:23]C(=O)OC(C)(C)C)[CH:20]=[CH:19][N:18]=3)[CH:12]=[CH:13][CH:14]=2)[C:5]([F:31])=[CH:4][N:3]=1.[ClH:32]. (3) The reactants are: Br[C:2]1[CH:7]=[CH:6][C:5]([CH2:8][CH2:9][CH2:10][O:11][Si:12]([C:15]([CH3:18])([CH3:17])[CH3:16])([CH3:14])[CH3:13])=[CH:4][CH:3]=1.[Li]CCCC.[CH2:24]([O:26][C:27]([C:29]1[CH2:30][N:31]([CH2:45][C:46]2[CH:51]=[CH:50][CH:49]=[CH:48][CH:47]=2)[CH2:32][C:33]([F:44])([F:43])[C:34]=1OS(C(F)(F)F)(=O)=O)=[O:28])[CH3:25]. Given the product [CH2:24]([O:26][C:27]([C:29]1[CH2:30][N:31]([CH2:45][C:46]2[CH:47]=[CH:48][CH:49]=[CH:50][CH:51]=2)[CH2:32][C:33]([F:43])([F:44])[C:34]=1[C:2]1[CH:7]=[CH:6][C:5]([CH2:8][CH2:9][CH2:10][O:11][Si:12]([C:15]([CH3:18])([CH3:17])[CH3:16])([CH3:14])[CH3:13])=[CH:4][CH:3]=1)=[O:28])[CH3:25], predict the reactants needed to synthesize it. (4) Given the product [Br:17][C:18]1[CH:25]=[CH:24][CH:23]=[CH:22][C:19]=1[CH2:20][C:10]([CH3:12])([CH3:11])[C:9]([O:14][CH2:15][CH3:16])=[O:13], predict the reactants needed to synthesize it. The reactants are: C([N-]C(C)C)(C)C.[Li+].[C:9]([O:14][CH2:15][CH3:16])(=[O:13])[CH:10]([CH3:12])[CH3:11].[Br:17][C:18]1[CH:25]=[CH:24][CH:23]=[CH:22][C:19]=1[CH2:20]Br. (5) Given the product [Cl:7]/[CH:8]=[CH:9]/[C:16]1[CH:19]=[CH:20][C:13]([O:12][CH3:11])=[CH:14][CH:15]=1, predict the reactants needed to synthesize it. The reactants are: C1C=CC=CC=1.[Cl:7]/[CH:8]=[CH:9]/Cl.[CH3:11][O:12][C:13]1[CH:20]=[CH:19][C:16](C=C)=[CH:15][CH:14]=1. (6) Given the product [CH2:37]([O:36][C:34]([N:15]1[C:16]2[C:21](=[N:20][C:19]([O:22][CH3:23])=[CH:18][CH:17]=2)[C@H:12]([NH:11][C:10]([O:9][C@H:7]([C:1]2[CH:6]=[CH:5][CH:4]=[CH:3][CH:2]=2)[CH3:8])=[O:26])[CH2:13][C@@H:14]1[CH2:24][CH3:25])=[O:35])[CH3:38], predict the reactants needed to synthesize it. The reactants are: [C:1]1([C@@H:7]([O:9][C:10](=[O:26])[NH:11][C@H:12]2[C:21]3[C:16](=[CH:17][CH:18]=[C:19]([O:22][CH3:23])[N:20]=3)[NH:15][C@@H:14]([CH2:24][CH3:25])[CH2:13]2)[CH3:8])[CH:6]=[CH:5][CH:4]=[CH:3][CH:2]=1.N1C=CC=CC=1.Cl[C:34]([O:36][CH2:37][CH3:38])=[O:35]. (7) Given the product [F:5][C:6]1[CH:14]=[C:13]2[C:9]([CH2:10][CH2:11][NH:12]2)=[CH:8][CH:7]=1, predict the reactants needed to synthesize it. The reactants are: C([BH3-])#N.[Na+].[F:5][C:6]1[CH:14]=[C:13]2[C:9]([CH:10]=[CH:11][NH:12]2)=[CH:8][CH:7]=1.[OH-].[Na+]. (8) Given the product [Br:1][C:2]1[CH:3]=[CH:4][C:5]([NH:9][CH2:10][CH2:11][NH:12][C:13](=[O:19])[O:14][C:15]([CH3:17])([CH3:16])[CH3:18])=[N:6][CH:7]=1, predict the reactants needed to synthesize it. The reactants are: [Br:1][C:2]1[CH:3]=[CH:4][C:5](I)=[N:6][CH:7]=1.[NH2:9][CH2:10][CH2:11][NH:12][C:13](=[O:19])[O:14][C:15]([CH3:18])([CH3:17])[CH3:16]. (9) Given the product [Br:1][C:2]1[CH:9]=[CH:8][C:5]([CH2:6][NH:14][CH2:13][CH:12]([O:15][CH3:16])[O:11][CH3:10])=[CH:4][CH:3]=1, predict the reactants needed to synthesize it. The reactants are: [Br:1][C:2]1[CH:9]=[CH:8][C:5]([CH:6]=O)=[CH:4][CH:3]=1.[CH3:10][O:11][CH:12]([O:15][CH3:16])[CH2:13][NH2:14].CC(O)=O.[BH4-].[Na+]. (10) Given the product [O:4]1[C:9]2[CH:10]=[CH:11][C:12]([CH2:14][N:15]([CH2:1][CH3:2])[C@H:16]3[CH2:21][CH2:20][C@H:19]([CH2:22][O:23][C:24]([C:26]4[CH:27]=[N:28][C:29]5[C:34]([CH:35]=4)=[CH:33][C:32]([O:36][CH3:37])=[CH:31][CH:30]=5)=[O:25])[CH2:18][CH2:17]3)=[CH:13][C:8]=2[O:7][CH2:6][CH2:5]1, predict the reactants needed to synthesize it. The reactants are: [CH2:1](I)[CH3:2].[O:4]1[C:9]2[CH:10]=[CH:11][C:12]([CH2:14][NH:15][C@H:16]3[CH2:21][CH2:20][C@H:19]([CH2:22][O:23][C:24]([C:26]4[CH:27]=[N:28][C:29]5[C:34]([CH:35]=4)=[CH:33][C:32]([O:36][CH3:37])=[CH:31][CH:30]=5)=[O:25])[CH2:18][CH2:17]3)=[CH:13][C:8]=2[O:7][CH2:6][CH2:5]1.